Dataset: Forward reaction prediction with 1.9M reactions from USPTO patents (1976-2016). Task: Predict the product of the given reaction. (1) Given the reactants Cl[C:2]1[C:7]([C:8]#[N:9])=[CH:6][N:5]=[C:4]([NH:10][C@@H:11]2[C:16]([F:18])([F:17])[CH2:15][CH2:14][CH2:13][C@@H:12]2[NH:19][C:20](=[O:26])[O:21][C:22]([CH3:25])([CH3:24])[CH3:23])[N:3]=1.[NH2:27][C:28]1[CH:33]=[CH:32][C:31]([CH3:34])=[CH:30][CH:29]=1.C([O-])([O-])=O.[Cs+].[Cs+], predict the reaction product. The product is: [C:8]([C:7]1[C:2]([NH:27][C:28]2[CH:33]=[CH:32][C:31]([CH3:34])=[CH:30][CH:29]=2)=[N:3][C:4]([NH:10][C@@H:11]2[C:16]([F:18])([F:17])[CH2:15][CH2:14][CH2:13][C@@H:12]2[NH:19][C:20](=[O:26])[O:21][C:22]([CH3:25])([CH3:24])[CH3:23])=[N:5][CH:6]=1)#[N:9]. (2) Given the reactants Cl.[CH3:2][NH:3][C@@H:4]1[C:9]2[CH:10]=[CH:11][CH:12]=[CH:13][C:8]=2[C@H:7]([C:14]2[CH:15]=[CH:16][C:17]([Cl:21])=[C:18]([Cl:20])[CH:19]=2)[CH2:6][CH2:5]1.[OH-].[Na+].[C:24]([OH:34])(=[O:33])[CH:25]([C:27]1[CH:32]=[CH:31][CH:30]=[CH:29][CH:28]=1)[OH:26], predict the reaction product. The product is: [CH3:2][NH:3][C@@H:4]1[C:9]2[CH:10]=[CH:11][CH:12]=[CH:13][C:8]=2[C@H:7]([C:14]2[CH:15]=[CH:16][C:17]([Cl:21])=[C:18]([Cl:20])[CH:19]=2)[CH2:6][CH2:5]1.[C:24]([O-:34])(=[O:33])[CH:25]([C:27]1[CH:32]=[CH:31][CH:30]=[CH:29][CH:28]=1)[OH:26]. (3) Given the reactants [CH2:1]([N:4]1[C:12]2[C:11](Cl)=[N:10][CH:9]=[N:8][C:7]=2[C:6]([C:14]([C:20]2[CH:21]=[C:22]3[C:26](=[CH:27][CH:28]=2)[N:25]([C:29]2[CH:34]=[CH:33][C:32]([F:35])=[CH:31][CH:30]=2)[N:24]=[CH:23]3)([OH:19])[C:15]([F:18])([F:17])[F:16])=[CH:5]1)[CH:2]=[CH2:3].FC(F)(F)C(O)=[O:39].C(=O)(O)[O-].[Na+], predict the reaction product. The product is: [CH2:1]([N:4]1[C:12]2[C:11](=[O:39])[NH:10][CH:9]=[N:8][C:7]=2[C:6]([C:14]([C:20]2[CH:21]=[C:22]3[C:26](=[CH:27][CH:28]=2)[N:25]([C:29]2[CH:34]=[CH:33][C:32]([F:35])=[CH:31][CH:30]=2)[N:24]=[CH:23]3)([OH:19])[C:15]([F:18])([F:17])[F:16])=[CH:5]1)[CH:2]=[CH2:3]. (4) Given the reactants [N:1]1[CH:6]=[CH:5][CH:4]=[CH:3][C:2]=1[N:7]1[CH2:12][CH2:11][NH:10][CH2:9][CH2:8]1.[Cl:13][C:14]1[CH:15]=[C:16]([NH:21][C:22](=[O:25])[CH2:23]Cl)[CH:17]=[CH:18][C:19]=1[Cl:20].C(=O)([O-])[O-].[Na+].[Na+], predict the reaction product. The product is: [Cl:13][C:14]1[CH:15]=[C:16]([NH:21][C:22](=[O:25])[CH2:23][N:10]2[CH2:9][CH2:8][N:7]([C:2]3[CH:3]=[CH:4][CH:5]=[CH:6][N:1]=3)[CH2:12][CH2:11]2)[CH:17]=[CH:18][C:19]=1[Cl:20].